The task is: Predict the reactants needed to synthesize the given product.. This data is from Full USPTO retrosynthesis dataset with 1.9M reactions from patents (1976-2016). (1) Given the product [F:15][C:13]1[CH:14]=[C:9]([CH2:8][CH2:7][CH2:6][C:5]([OH:17])=[O:4])[CH:10]=[C:11]([F:16])[CH:12]=1, predict the reactants needed to synthesize it. The reactants are: C([O:4][C:5](=[O:17])[CH2:6][CH2:7][CH2:8][C:9]1[CH:14]=[C:13]([F:15])[CH:12]=[C:11]([F:16])[CH:10]=1)CC.[OH-].[Na+]. (2) The reactants are: [NH2:1][CH2:2][CH2:3][CH2:4][CH2:5][CH2:6][CH2:7][N:8]1[CH2:13][CH2:12][CH:11]([C:14]2[CH:15]=[C:16]([NH:20][C:21](=[O:25])[CH:22]([CH3:24])[CH3:23])[CH:17]=[CH:18][CH:19]=2)[CH2:10][CH2:9]1.[CH:26]1[CH:31]=[CH:30][C:29]([C:32]2[CH:37]=[CH:36][C:35]([N:38]=[C:39]=[O:40])=[CH:34][CH:33]=2)=[CH:28][CH:27]=1. Given the product [C:32]1([C:29]2[CH:28]=[CH:27][CH:26]=[CH:31][CH:30]=2)[CH:33]=[CH:34][C:35]([NH:38][C:39]([NH:1][CH2:2][CH2:3][CH2:4][CH2:5][CH2:6][CH2:7][N:8]2[CH2:13][CH2:12][CH:11]([C:14]3[CH:15]=[C:16]([NH:20][C:21](=[O:25])[CH:22]([CH3:23])[CH3:24])[CH:17]=[CH:18][CH:19]=3)[CH2:10][CH2:9]2)=[O:40])=[CH:36][CH:37]=1, predict the reactants needed to synthesize it. (3) Given the product [O:2]=[C:3]1[CH:8]=[C:7]([C:9]2[CH:14]=[CH:13][N:12]=[CH:11][CH:10]=2)[NH:6][C:5]([NH:19][C:20]2[CH:21]=[C:22]([CH:28]=[CH:29][CH:30]=2)[C:23]([O:25][CH2:26][CH3:27])=[O:24])=[N:4]1, predict the reactants needed to synthesize it. The reactants are: C[O:2][C:3]1[CH:8]=[C:7]([C:9]2[CH:14]=[CH:13][N:12]=[CH:11][CH:10]=2)[N:6]=[C:5](S(C)(=O)=O)[N:4]=1.[NH2:19][C:20]1[CH:21]=[C:22]([CH:28]=[CH:29][CH:30]=1)[C:23]([O:25][CH2:26][CH3:27])=[O:24]. (4) The reactants are: [NH2:1][CH2:2][CH2:3][CH2:4][CH2:5][CH2:6][NH2:7].[S:8]([OH:12])([OH:11])(=[O:10])=[O:9].[NH2:13][CH2:14][CH2:15][CH2:16][CH2:17][CH2:18][NH2:19].[OH-:20].[Na+:21]. Given the product [NH2:1][CH2:2][CH2:3][CH2:4][CH2:5][CH2:6][NH2:7].[O-:11][S:8]([O-:12])(=[O:10])=[O:9].[Na+:21].[Na+:21].[S:8]([OH:12])([OH:11])(=[O:10])=[O:9].[NH2:13][CH2:14][CH2:15][CH2:16][CH2:17][CH2:18][NH2:19].[OH-:20].[Na+:21], predict the reactants needed to synthesize it. (5) Given the product [CH3:3][C:4]1[N:9]=[CH:8][N:7]=[C:6]([C:10]2[CH:11]=[C:12]3[C:16](=[CH:17][CH:18]=2)[C@H:15]([N:19]2[CH2:22][C:21]4([CH2:27][CH2:26][N:25]([C:46](=[O:47])[CH2:45][C:41]5[N:40]=[C:39]6[O:38][CH2:37][CH2:36][O:35][C:44]6=[CH:43][CH:42]=5)[CH2:24][CH2:23]4)[CH2:20]2)[CH2:14][CH2:13]3)[CH:5]=1, predict the reactants needed to synthesize it. The reactants are: Cl.Cl.[CH3:3][C:4]1[N:9]=[CH:8][N:7]=[C:6]([C:10]2[CH:11]=[C:12]3[C:16](=[CH:17][CH:18]=2)[C@H:15]([N:19]2[CH2:22][C:21]4([CH2:27][CH2:26][NH:25][CH2:24][CH2:23]4)[CH2:20]2)[CH2:14][CH2:13]3)[CH:5]=1.C(N(CC)CC)C.[O:35]1[C:44]2[C:39](=[N:40][C:41]([CH2:45][C:46](O)=[O:47])=[CH:42][CH:43]=2)[O:38][CH2:37][CH2:36]1.CN(C(ON1N=NC2C=CC=CC1=2)=[N+](C)C)C.F[P-](F)(F)(F)(F)F. (6) Given the product [CH3:13][O:14][C:15]([C:17]1[CH:18]=[CH:19][CH:20]=[C:21]2[C:26]=1[CH2:25][N:24]([CH2:2][CH:3]1[O:8][C:7]3[CH:9]=[CH:10][CH:11]=[CH:12][C:6]=3[O:5][CH2:4]1)[CH2:23][CH2:22]2)=[O:16], predict the reactants needed to synthesize it. The reactants are: Br[CH2:2][CH:3]1[O:8][C:7]2[CH:9]=[CH:10][CH:11]=[CH:12][C:6]=2[O:5][CH2:4]1.[CH3:13][O:14][C:15]([C:17]1[CH:18]=[CH:19][CH:20]=[C:21]2[C:26]=1[CH2:25][NH:24][CH2:23][CH2:22]2)=[O:16].C([O-])([O-])=O.[K+].[K+].O. (7) Given the product [CH3:1][O:2][C:3]1[CH:4]=[C:5]([C:11]2[CH2:15][CH:14]([CH2:16][CH2:17][CH2:18][N:32]3[CH2:31][CH2:30][N:29]([C:24]4[CH:25]=[CH:26][CH:27]=[CH:28][C:23]=4[O:22][CH3:21])[CH2:34][CH2:33]3)[O:13][N:12]=2)[CH:6]=[CH:7][C:8]=1[O:9][CH3:10], predict the reactants needed to synthesize it. The reactants are: [CH3:1][O:2][C:3]1[CH:4]=[C:5]([C:11]2[CH2:15][CH:14]([CH2:16][CH2:17][CH:18]=O)[O:13][N:12]=2)[CH:6]=[CH:7][C:8]=1[O:9][CH3:10].Cl.[CH3:21][O:22][C:23]1[CH:28]=[CH:27][CH:26]=[CH:25][C:24]=1[N:29]1[CH2:34][CH2:33][NH:32][CH2:31][CH2:30]1.[BH-](OC(C)=O)(OC(C)=O)OC(C)=O.[Na+].C(N(C(C)C)CC)(C)C. (8) Given the product [CH3:1][CH:2]([CH2:6][CH2:7][CH:8]=[C:9]([CH3:10])[CH3:11])[CH2:3][CH2:4][OH:5], predict the reactants needed to synthesize it. The reactants are: [CH3:1][CH:2]([CH2:6][CH2:7][CH:8]=[C:9]([CH3:11])[CH3:10])[CH2:3][CH:4]=[O:5]. (9) The reactants are: Cl[C:2]1[N:7]=[C:6]([NH:8][CH:9]2[CH2:11][CH2:10]2)[C:5]([Cl:12])=[CH:4][N:3]=1.[NH2:13][C:14]1[CH:15]=[C:16]([N:20]2[CH:24]([CH2:25][CH3:26])[CH2:23][CH:22]([CH3:27])[C:21]2=[O:28])[CH:17]=[CH:18][CH:19]=1.C1(C)C=CC(S(O)(=O)=O)=CC=1. Given the product [Cl:12][C:5]1[C:6]([NH:8][CH:9]2[CH2:11][CH2:10]2)=[N:7][C:2]([NH:13][C:14]2[CH:15]=[C:16]([N:20]3[CH:24]([CH2:25][CH3:26])[CH2:23][CH:22]([CH3:27])[C:21]3=[O:28])[CH:17]=[CH:18][CH:19]=2)=[N:3][CH:4]=1, predict the reactants needed to synthesize it. (10) Given the product [F:17][C:2]([F:1])([F:16])[CH2:3][NH:4][C:5]1[C:10]([NH:11][C:31]([C:22]2[C:21]([S:20][CH2:18][CH3:19])=[CH:26][C:25]([C:27]([F:29])([F:30])[F:28])=[CH:24][N:23]=2)=[O:32])=[CH:9][C:8]([C:12]([F:13])([F:14])[F:15])=[CH:7][N:6]=1, predict the reactants needed to synthesize it. The reactants are: [F:1][C:2]([F:17])([F:16])[CH2:3][NH:4][C:5]1[C:10]([NH2:11])=[CH:9][C:8]([C:12]([F:15])([F:14])[F:13])=[CH:7][N:6]=1.[CH2:18]([S:20][C:21]1[C:22]([C:31](O)=[O:32])=[N:23][CH:24]=[C:25]([C:27]([F:30])([F:29])[F:28])[CH:26]=1)[CH3:19].CCN=C=NCCCN(C)C.Cl.C1C=CC2N(O)N=NC=2C=1.C(O)(=O)CC(CC(O)=O)(C(O)=O)O.